Dataset: Full USPTO retrosynthesis dataset with 1.9M reactions from patents (1976-2016). Task: Predict the reactants needed to synthesize the given product. (1) Given the product [NH:3]1[C:11]2[C:6](=[CH:7][C:8]([C@H:12]([NH:14][C:30]([CH:25]3[CH2:24][CH2:23][C:22]4[N:21]=[C:20]([C:17]([CH3:19])([CH3:18])[C:16]([F:34])([F:33])[F:15])[CH:29]=[CH:28][C:27]=4[CH2:26]3)=[O:31])[CH3:13])=[CH:9][CH:10]=2)[CH:5]=[N:4]1, predict the reactants needed to synthesize it. The reactants are: Cl.Cl.[NH:3]1[C:11]2[C:6](=[CH:7][C:8]([C@H:12]([NH2:14])[CH3:13])=[CH:9][CH:10]=2)[CH:5]=[N:4]1.[F:15][C:16]([F:34])([F:33])[C:17]([C:20]1[CH:29]=[CH:28][C:27]2[CH2:26][C@H:25]([C:30](O)=[O:31])[CH2:24][CH2:23][C:22]=2[N:21]=1)([CH3:19])[CH3:18].C(N(CC)C(C)C)(C)C.F[P-](F)(F)(F)(F)F.C[N+](C)=C(N(C)C)ON1C2N=CC=CC=2N=N1. (2) Given the product [CH3:24][C@H:11]1[NH:12][CH2:13][C@H:8]([O:7][C:6]2[CH:5]=[C:4]([CH:1]([OH:3])[CH3:2])[CH:27]=[CH:26][CH:25]=2)[CH2:9][CH2:10]1, predict the reactants needed to synthesize it. The reactants are: [C:1]([C:4]1[CH:5]=[C:6]([CH:25]=[CH:26][CH:27]=1)[O:7][C@H:8]1[CH2:13][N:12](C(OCC2C=CC=CC=2)=O)[C@H:11]([CH3:24])[CH2:10][CH2:9]1)(=[O:3])[CH3:2]. (3) Given the product [C:7]1([C:5]2[N:6]=[C:2]([NH:1][C:13]([C:14]3[CH:22]=[CH:21][CH:20]=[CH:19][C:15]=3[C:16]([OH:18])=[O:17])=[O:23])[S:3][CH:4]=2)[CH:12]=[CH:11][CH:10]=[CH:9][CH:8]=1, predict the reactants needed to synthesize it. The reactants are: [NH2:1][C:2]1[S:3][CH:4]=[C:5]([C:7]2[CH:12]=[CH:11][CH:10]=[CH:9][CH:8]=2)[N:6]=1.[C:13]1(=[O:23])[O:18][C:16](=[O:17])[C:15]2=[CH:19][CH:20]=[CH:21][CH:22]=[C:14]12. (4) The reactants are: [F:1][C:2]1([F:11])[CH2:7][CH2:6][CH:5]([C:8]([OH:10])=O)[CH2:4][CH2:3]1.C1C=CC2N(O)N=NC=2C=1.C(Cl)CCl.C(=O)(O)[O-].[Na+].[NH:31]1[C:35]2[CH:36]=[CH:37][CH:38]=[CH:39][C:34]=2[N:33]=[C:32]1[C:40]1[C:48]2[C:43](=[CH:44][CH:45]=[C:46]([NH2:49])[CH:47]=2)[N:42]([CH:50]2[CH2:55][CH2:54][CH2:53][CH2:52][O:51]2)[N:41]=1. Given the product [NH:33]1[C:34]2[CH:39]=[CH:38][CH:37]=[CH:36][C:35]=2[N:31]=[C:32]1[C:40]1[C:48]2[C:43](=[CH:44][CH:45]=[C:46]([NH:49][C:8]([CH:5]3[CH2:4][CH2:3][C:2]([F:1])([F:11])[CH2:7][CH2:6]3)=[O:10])[CH:47]=2)[N:42]([CH:50]2[CH2:55][CH2:54][CH2:53][CH2:52][O:51]2)[N:41]=1, predict the reactants needed to synthesize it. (5) Given the product [C:1]([C:5]1[CH:6]=[C:7]([NH:26][S:27]([CH3:30])(=[O:28])=[O:29])[C:8]([O:24][CH3:25])=[C:9]([NH:11][C:12]([C:14]2[S:18][C:17]3[C:19]([NH:23][C:38]([NH:37][C:31]4[CH:36]=[CH:35][CH:34]=[CH:33][CH:32]=4)=[O:39])=[CH:20][CH:21]=[CH:22][C:16]=3[CH:15]=2)=[O:13])[CH:10]=1)([CH3:4])([CH3:2])[CH3:3], predict the reactants needed to synthesize it. The reactants are: [C:1]([C:5]1[CH:6]=[C:7]([NH:26][S:27]([CH3:30])(=[O:29])=[O:28])[C:8]([O:24][CH3:25])=[C:9]([NH:11][C:12]([C:14]2[S:18][C:17]3[C:19]([NH2:23])=[CH:20][CH:21]=[CH:22][C:16]=3[CH:15]=2)=[O:13])[CH:10]=1)([CH3:4])([CH3:3])[CH3:2].[C:31]1([N:37]=[C:38]=[O:39])[CH:36]=[CH:35][CH:34]=[CH:33][CH:32]=1.